Dataset: Full USPTO retrosynthesis dataset with 1.9M reactions from patents (1976-2016). Task: Predict the reactants needed to synthesize the given product. (1) The reactants are: [Cl:1][C:2](Cl)([O:4]C(=O)OC(Cl)(Cl)Cl)Cl.[CH2:13]1[O:18][CH:17]([C:19]2[CH:24]=[CH:23][CH:22]=[CH:21][CH:20]=2)[O:16][CH2:15][CH:14]1[OH:25].N1C=CC=CC=1. Given the product [C:2]([Cl:1])(=[O:4])[O:25][CH:14]1[CH2:13][O:18][CH:17]([C:19]2[CH:24]=[CH:23][CH:22]=[CH:21][CH:20]=2)[O:16][CH2:15]1, predict the reactants needed to synthesize it. (2) Given the product [NH2:20][C:19]1[C:14]([F:13])=[CH:15][CH:16]=[CH:17][C:18]=1[C:23]([N:3]([O:4][CH3:5])[CH3:2])=[O:24], predict the reactants needed to synthesize it. The reactants are: Cl.[CH3:2][NH:3][O:4][CH3:5].C(N(CC)CC)C.[F:13][C:14]1[C:19]2[NH:20]C(=O)O[C:23](=[O:24])[C:18]=2[CH:17]=[CH:16][CH:15]=1.